This data is from Peptide-MHC class I binding affinity with 185,985 pairs from IEDB/IMGT. The task is: Regression. Given a peptide amino acid sequence and an MHC pseudo amino acid sequence, predict their binding affinity value. This is MHC class I binding data. (1) The peptide sequence is FIVYGRSNA. The MHC is HLA-A68:02 with pseudo-sequence HLA-A68:02. The binding affinity (normalized) is 0.208. (2) The peptide sequence is QMNSLRAEDTA. The MHC is HLA-A02:02 with pseudo-sequence HLA-A02:02. The binding affinity (normalized) is 0.737. (3) The peptide sequence is HVGLITCKA. The MHC is HLA-A02:01 with pseudo-sequence HLA-A02:01. The binding affinity (normalized) is 0. (4) The peptide sequence is IRWYISLSF. The MHC is HLA-A32:01 with pseudo-sequence HLA-A32:01. The binding affinity (normalized) is 0.347. (5) The peptide sequence is GGDDFEAV. The MHC is H-2-Db with pseudo-sequence H-2-Db. The binding affinity (normalized) is 0. (6) The peptide sequence is KDPPFQWM. The MHC is Mamu-A11 with pseudo-sequence Mamu-A11. The binding affinity (normalized) is 0.00578. (7) The peptide sequence is MSQMPPHPY. The MHC is HLA-B39:01 with pseudo-sequence HLA-B39:01. The binding affinity (normalized) is 0.0847. (8) The peptide sequence is STLPNKSDV. The MHC is HLA-A02:01 with pseudo-sequence HLA-A02:01. The binding affinity (normalized) is 0. (9) The peptide sequence is DRFFKTLRA. The MHC is HLA-B53:01 with pseudo-sequence HLA-B53:01. The binding affinity (normalized) is 0.384. (10) The peptide sequence is MPSEDGAEA. The MHC is HLA-B35:01 with pseudo-sequence HLA-B35:01. The binding affinity (normalized) is 0.564.